Task: Predict the reactants needed to synthesize the given product.. Dataset: Full USPTO retrosynthesis dataset with 1.9M reactions from patents (1976-2016) (1) Given the product [N:28]1[CH:29]=[CH:30][CH:31]=[N:32][C:27]=1[C:4]([C:6]1[N:7]=[CH:8][N:9]([C:11]2[CH:12]=[C:13]([C:17]3[C:18]([C:23]#[N:24])=[CH:19][CH:20]=[CH:21][CH:22]=3)[CH:14]=[CH:15][CH:16]=2)[CH:10]=1)=[O:5], predict the reactants needed to synthesize it. The reactants are: CON(C)[C:4]([C:6]1[N:7]=[CH:8][N:9]([C:11]2[CH:12]=[C:13]([C:17]3[CH:22]=[CH:21][CH:20]=[CH:19][C:18]=3[C:23]#[N:24])[CH:14]=[CH:15][CH:16]=2)[CH:10]=1)=[O:5].Br[C:27]1[N:32]=[CH:31][CH:30]=[CH:29][N:28]=1. (2) Given the product [ClH:16].[ClH:16].[NH2:7][CH:8]([C:10]1[C:11]([O:29][CH3:30])=[C:12]([C:18]2[N:19]=[C:20]([C:24]([N:26]([CH3:27])[CH3:28])=[O:25])[CH:21]=[CH:22][CH:23]=2)[C:13]([CH3:17])=[C:14]([Cl:16])[CH:15]=1)[CH3:9], predict the reactants needed to synthesize it. The reactants are: C(OC(=O)[NH:7][CH:8]([C:10]1[CH:15]=[C:14]([Cl:16])[C:13]([CH3:17])=[C:12]([C:18]2[CH:23]=[CH:22][CH:21]=[C:20]([C:24]([N:26]([CH3:28])[CH3:27])=[O:25])[N:19]=2)[C:11]=1[O:29][CH3:30])[CH3:9])(C)(C)C. (3) Given the product [O:22]=[C:13]1[C:14]2[C:15](=[CH:18][CH:19]=[CH:20][CH:21]=2)[C:16](=[O:17])[N:12]1[CH2:11][CH2:10][C:9]1[N:26]([CH3:25])[N:27]=[C:2]([C:3]([O:5][CH2:6][CH3:7])=[O:4])[CH:8]=1, predict the reactants needed to synthesize it. The reactants are: O=[C:2]([CH2:8][C:9](=O)[CH2:10][CH2:11][N:12]1[C:16](=[O:17])[C:15]2=[CH:18][CH:19]=[CH:20][CH:21]=[C:14]2[C:13]1=[O:22])[C:3]([O:5][CH2:6][CH3:7])=[O:4].[Na].[CH3:25][NH:26][NH2:27]. (4) Given the product [CH2:1]([O:8][C:9]1[CH:14]=[C:13]([Br:15])[CH:12]=[CH:11][C:10]=1[O:16][Si:28]([C:24]([CH3:27])([CH3:26])[CH3:25])([CH3:30])[CH3:29])[C:2]1[CH:3]=[CH:4][CH:5]=[CH:6][CH:7]=1, predict the reactants needed to synthesize it. The reactants are: [CH2:1]([O:8][C:9]1[CH:14]=[C:13]([Br:15])[CH:12]=[CH:11][C:10]=1[OH:16])[C:2]1[CH:7]=[CH:6][CH:5]=[CH:4][CH:3]=1.C(N(CC)CC)C.[C:24]([Si:28](Cl)([CH3:30])[CH3:29])([CH3:27])([CH3:26])[CH3:25]. (5) Given the product [CH:1]1([CH2:4][N:5]([CH2:15][CH2:16][CH3:17])[C:6]2[N:11]=[CH:10][N:9]=[C:8]([C:12]([NH:30][C:31]3[CH:36]=[CH:35][C:34]([S:37]([CH2:40][CH2:41][CH2:42][C:43]([O:45][CH2:46][CH3:47])=[O:44])(=[O:39])=[O:38])=[CH:33][CH:32]=3)=[O:14])[CH:7]=2)[CH2:2][CH2:3]1, predict the reactants needed to synthesize it. The reactants are: [CH:1]1([CH2:4][N:5]([CH2:15][CH2:16][CH3:17])[C:6]2[N:11]=[CH:10][N:9]=[C:8]([C:12]([OH:14])=O)[CH:7]=2)[CH2:3][CH2:2]1.C(N(CC)CC)C.ClC(OC)=O.[NH2:30][C:31]1[CH:36]=[CH:35][C:34]([S:37]([CH2:40][CH2:41][CH2:42][C:43]([O:45][CH2:46][CH3:47])=[O:44])(=[O:39])=[O:38])=[CH:33][CH:32]=1.